From a dataset of NCI-60 drug combinations with 297,098 pairs across 59 cell lines. Regression. Given two drug SMILES strings and cell line genomic features, predict the synergy score measuring deviation from expected non-interaction effect. Synergy scores: CSS=48.0, Synergy_ZIP=-6.42, Synergy_Bliss=-2.22, Synergy_Loewe=4.60, Synergy_HSA=5.12. Drug 1: CC1=C(C(=CC=C1)Cl)NC(=O)C2=CN=C(S2)NC3=CC(=NC(=N3)C)N4CCN(CC4)CCO. Cell line: NCI-H522. Drug 2: C1CN1C2=NC(=NC(=N2)N3CC3)N4CC4.